This data is from Reaction yield outcomes from USPTO patents with 853,638 reactions. The task is: Predict the reaction yield, written as a fraction of the theoretical maximum amount of product (1.0 means a 100% yield; for example, 0.34 means a 34% yield). The reactants are CO[C:3](=[O:30])[C:4]1[CH:9]=[CH:8][C:7]([NH:10][C:11]2[N:12]=[CH:13][C:14]3[CH:19]=[C:18]([C:20](=[O:24])[N:21]([CH3:23])[CH3:22])[N:17]([CH:25]4[CH2:29][CH2:28][CH2:27][CH2:26]4)[C:15]=3[N:16]=2)=[N:6][CH:5]=1.[NH:31]1[CH2:36][CH2:35][CH:34]([OH:37])[CH2:33][CH2:32]1.C([Mg]Cl)(C)C. The catalyst is C(Cl)Cl. The product is [CH3:23][N:21]([CH3:22])[C:20]([C:18]1[N:17]([CH:25]2[CH2:26][CH2:27][CH2:28][CH2:29]2)[C:15]2[N:16]=[C:11]([NH:10][C:7]3[CH:8]=[CH:9][C:4]([C:3]([N:31]4[CH2:36][CH2:35][CH:34]([OH:37])[CH2:33][CH2:32]4)=[O:30])=[CH:5][N:6]=3)[N:12]=[CH:13][C:14]=2[CH:19]=1)=[O:24]. The yield is 0.510.